From a dataset of Forward reaction prediction with 1.9M reactions from USPTO patents (1976-2016). Predict the product of the given reaction. (1) Given the reactants [Cl:1][C:2]1[N:7]=[C:6]([NH2:8])[C:5]([CH3:9])=[CH:4][N:3]=1.Br[C:11]1[CH:16]=[CH:15][CH:14]=[C:13]([O:17][CH3:18])[CH:12]=1.C([O-])([O-])=O.[Cs+].[Cs+].C1(P(C2C=CC=CC=2)C2C3OC4C(=CC=CC=4P(C4C=CC=CC=4)C4C=CC=CC=4)C(C)(C)C=3C=CC=2)C=CC=CC=1, predict the reaction product. The product is: [Cl:1][C:2]1[N:7]=[C:6]([NH:8][C:11]2[CH:16]=[CH:15][CH:14]=[C:13]([O:17][CH3:18])[CH:12]=2)[C:5]([CH3:9])=[CH:4][N:3]=1. (2) Given the reactants C(OC([N:6]=[S@@:7]([C:12]1[CH:17]=[CH:16][C:15]([NH:18][C:19]2[N:24]=[C:23]([NH:25][C@H:26]([CH3:29])[CH2:27][OH:28])[C:22]([C:30]3[S:31][CH:32]=[CH:33][CH:34]=3)=[CH:21][N:20]=2)=[CH:14][CH:13]=1)([CH:9]1[CH2:11][CH2:10]1)=[O:8])=O)C.CC[O-].[Na+], predict the reaction product. The product is: [OH:28][CH2:27][C@H:26]([NH:25][C:23]1[C:22]([C:30]2[S:31][CH:32]=[CH:33][CH:34]=2)=[CH:21][N:20]=[C:19]([NH:18][C:15]2[CH:16]=[CH:17][C:12]([S@@:7]([CH:9]3[CH2:11][CH2:10]3)(=[NH:6])=[O:8])=[CH:13][CH:14]=2)[N:24]=1)[CH3:29]. (3) Given the reactants Br[C:2]1[CH:3]=[C:4]2[N:10]([C:11]3[C:20]4[C:15](=[CH:16][CH:17]=[CH:18][C:19]=4[F:21])[N:14]=[C:13]([C:22]4[CH:27]=[CH:26][CH:25]=[CH:24][N:23]=4)[C:12]=3[CH3:28])[CH2:9][C:8]([CH3:30])([CH3:29])[C:5]2=[N:6][CH:7]=1.[NH:31]1[CH2:36][CH2:35][O:34][CH2:33][CH2:32]1.C1(P(C2CCCCC2)C2(C(C)C)CC(C(C)C)=CC(C(C)C)=C2C2C=CC=CC=2)CCCCC1.CC(C)([O-])C.[Na+], predict the reaction product. The product is: [CH3:30][C:8]1([CH3:29])[C:5]2=[N:6][CH:7]=[C:2]([N:31]3[CH2:36][CH2:35][O:34][CH2:33][CH2:32]3)[CH:3]=[C:4]2[N:10]([C:11]2[C:20]3[C:15](=[CH:16][CH:17]=[CH:18][C:19]=3[F:21])[N:14]=[C:13]([C:22]3[CH:27]=[CH:26][CH:25]=[CH:24][N:23]=3)[C:12]=2[CH3:28])[CH2:9]1. (4) Given the reactants [CH2:1]([O:3][C:4]([C:6]1[NH:7][CH:8]=[CH:9][C:10]=1[NH:11][CH:12]=[C:13]([C:19](OCC)=O)[C:14]([O:16][CH2:17][CH3:18])=[O:15])=[O:5])[CH3:2].P(Cl)(Cl)([Cl:26])=O, predict the reaction product. The product is: [Cl:26][C:19]1[C:9]2[C:10](=[C:6]([C:4]([O:3][CH2:1][CH3:2])=[O:5])[NH:7][CH:8]=2)[N:11]=[CH:12][C:13]=1[C:14]([O:16][CH2:17][CH3:18])=[O:15]. (5) The product is: [F:1][C:2]1[CH:3]=[C:4]([CH:14]([NH:16][C:17]([C:19]2[N:20]=[C:21]([O:33][C:29]3[CH:30]=[CH:31][CH:32]=[C:27]([C:26]([F:25])([F:34])[F:35])[CH:28]=3)[O:22][CH:23]=2)=[O:18])[CH3:15])[CH:5]=[C:6]([F:13])[C:7]=1[NH:8][S:9]([CH3:12])(=[O:11])=[O:10]. Given the reactants [F:1][C:2]1[CH:3]=[C:4]([CH:14]([NH:16][C:17]([C:19]2[N:20]=[C:21](Cl)[O:22][CH:23]=2)=[O:18])[CH3:15])[CH:5]=[C:6]([F:13])[C:7]=1[NH:8][S:9]([CH3:12])(=[O:11])=[O:10].[F:25][C:26]([F:35])([F:34])[C:27]1[CH:28]=[C:29]([OH:33])[CH:30]=[CH:31][CH:32]=1, predict the reaction product. (6) Given the reactants C[O:2][C:3]([C:5]1[CH:6]=[C:7]2[C:12](=[C:13]([F:24])[C:14]=1[NH:15][C:16]1[CH:21]=[CH:20][C:19]([Br:22])=[CH:18][C:17]=1[Cl:23])[N:11]=[CH:10][N:9]=[C:8]2[CH3:25])=[O:4].[Li+].[OH-].Cl, predict the reaction product. The product is: [Br:22][C:19]1[CH:20]=[CH:21][C:16]([NH:15][C:14]2[C:13]([F:24])=[C:12]3[C:7]([C:8]([CH3:25])=[N:9][CH:10]=[N:11]3)=[CH:6][C:5]=2[C:3]([OH:4])=[O:2])=[C:17]([Cl:23])[CH:18]=1. (7) Given the reactants ClC(Cl)(Cl)COC(=O)[C:6]1[CH:11]=[CH:10][CH:9]=C[C:7]=1[CH2:12][S:13][C:14]1[CH:19]=[CH:18][CH:17]=[C:16]([CH:20]([C:31]([O:33][CH2:34][CH3:35])=[O:32])[C:21]2[CH:26]=[CH:25][C:24]([C:27]([F:30])([F:29])[F:28])=[CH:23][CH:22]=2)[CH:15]=1.[CH3:39][C:40]([OH:42])=[O:41].C(Cl)Cl, predict the reaction product. The product is: [F:29][C:27]([F:28])([F:30])[C:24]1[CH:23]=[CH:22][C:21]([CH:20]([C:31]([O:33][CH2:34][CH3:35])=[O:32])[C:16]2[C:15]([CH2:14][S:13][C:12]3[CH:7]=[CH:6][CH:11]=[CH:10][CH:9]=3)=[C:39]([CH:19]=[CH:18][CH:17]=2)[C:40]([OH:42])=[O:41])=[CH:26][CH:25]=1.